From a dataset of Forward reaction prediction with 1.9M reactions from USPTO patents (1976-2016). Predict the product of the given reaction. (1) Given the reactants [CH3:1][S:2](Cl)(=[O:4])=[O:3].[NH2:6][C:7]1[CH:12]=[CH:11][C:10]([CH2:13][C:14]#[N:15])=[C:9]([Br:16])[C:8]=1[Cl:17], predict the reaction product. The product is: [Br:16][C:9]1[C:8]([Cl:17])=[C:7]([NH:6][S:2]([CH3:1])(=[O:4])=[O:3])[CH:12]=[CH:11][C:10]=1[CH2:13][C:14]#[N:15]. (2) Given the reactants [CH2:1]([C:4]1[NH:5][C:6]2[CH:11]=[CH:10][N:9]=[CH:8][C:7]=2[N:12]=1)[CH2:2][CH3:3].Br[CH2:14][C:15]1[CH:34]=[CH:33][C:18]2/[C:19](=[C:29](/[CH3:32])\[C:30]#[N:31])/[C:20]3[CH:27]=[CH:26][C:25]([F:28])=[CH:24][C:21]=3[O:22][CH2:23][C:17]=2[CH:16]=1, predict the reaction product. The product is: [F:28][C:25]1[CH:26]=[CH:27][C:20]2=[C:21]([CH:24]=1)[O:22][CH2:23][C:17]1[CH:16]=[C:15]([CH2:14][N:5]3[C:6]4[CH:11]=[CH:10][N:9]=[CH:8][C:7]=4[N:12]=[C:4]3[CH2:1][CH2:2][CH3:3])[CH:34]=[CH:33][C:18]=1/[C:19]/2=[C:29](/[CH3:32])\[C:30]#[N:31]. (3) Given the reactants [Cl-].[CH3:2][O:3][C:4](=[O:14])[CH2:5][C:6]1[N:11]=[CH:10][C:9]([CH2:12][NH3+:13])=[CH:8][CH:7]=1.C(N(CC)CC)C.[CH3:22][C:23]([O:26][C:27](O[C:27]([O:26][C:23]([CH3:25])([CH3:24])[CH3:22])=[O:28])=[O:28])([CH3:25])[CH3:24], predict the reaction product. The product is: [C:23]([O:26][C:27]([NH:13][CH2:12][C:9]1[CH:8]=[CH:7][C:6]([CH2:5][C:4]([O:3][CH3:2])=[O:14])=[N:11][CH:10]=1)=[O:28])([CH3:25])([CH3:24])[CH3:22]. (4) Given the reactants CC1C=CC(S(O[CH2:12][CH:13]2[CH2:17][C:16]3[CH:18]=[C:19]([CH3:30])[CH:20]=[C:21]([C:22]4[C:27]([Cl:28])=[CH:26][CH:25]=[CH:24][C:23]=4[Cl:29])[C:15]=3[O:14]2)(=O)=O)=CC=1.[CH3:31][NH2:32], predict the reaction product. The product is: [Cl:29][C:23]1[CH:24]=[CH:25][CH:26]=[C:27]([Cl:28])[C:22]=1[C:21]1[C:15]2[O:14][CH:13]([CH2:12][NH:32][CH3:31])[CH2:17][C:16]=2[CH:18]=[C:19]([CH3:30])[CH:20]=1. (5) Given the reactants [CH2:1]([C:8]1[S:12][C:11]([NH:13][C:14](=[O:16])[CH3:15])=[N:10][C:9]=1/[CH:17]=[CH:18]\[C:19]1[CH:24]=[CH:23][C:22]([N+:25]([O-:27])=[O:26])=[CH:21][CH:20]=1)[C:2]1[CH:7]=[CH:6][CH:5]=[CH:4][CH:3]=1.[Cl:28][S:29](O)(=[O:31])=[O:30], predict the reaction product. The product is: [C:14]([NH:13][C:11]1[S:12][C:8]([CH2:1][C:2]2[CH:7]=[CH:6][C:5]([S:29]([Cl:28])(=[O:31])=[O:30])=[CH:4][CH:3]=2)=[C:9](/[CH:17]=[CH:18]/[C:19]2[CH:24]=[CH:23][C:22]([N+:25]([O-:27])=[O:26])=[CH:21][CH:20]=2)[N:10]=1)(=[O:16])[CH3:15]. (6) Given the reactants [CH2:1]([O:3][C:4]([N:6]1[CH2:11][CH2:10][N:9]([C:12](=[O:42])[C@@H:13]([NH:22][C:23]([C:25]2[CH:34]=[C:33]([O:35][C@@H:36]([C:38]([OH:40])=O)[CH3:37])[C:32]3[C:27](=[CH:28][C:29]([CH3:41])=[CH:30][CH:31]=3)[N:26]=2)=[O:24])[CH2:14][C:15]([O:17][C:18]([CH3:21])([CH3:20])[CH3:19])=[O:16])[CH2:8][CH2:7]1)=[O:5])[CH3:2].C(Cl)CCl.FC1C(O)=C(F)C(F)=C(F)C=1F.FC(F)(F)C(O)=O.[CH:66]1([NH:70][C:71]([C@@H:73]2[CH2:77][CH2:76][CH2:75][NH:74]2)=[O:72])[CH2:69][CH2:68][CH2:67]1, predict the reaction product. The product is: [CH2:1]([O:3][C:4]([N:6]1[CH2:11][CH2:10][N:9]([C:12](=[O:42])[C@@H:13]([NH:22][C:23]([C:25]2[CH:34]=[C:33]([O:35][C@H:36]([CH3:37])[C:38]([N:74]3[CH2:75][CH2:76][CH2:77][C@H:73]3[C:71](=[O:72])[NH:70][CH:66]3[CH2:67][CH2:68][CH2:69]3)=[O:40])[C:32]3[C:27](=[CH:28][C:29]([CH3:41])=[CH:30][CH:31]=3)[N:26]=2)=[O:24])[CH2:14][C:15]([O:17][C:18]([CH3:20])([CH3:19])[CH3:21])=[O:16])[CH2:8][CH2:7]1)=[O:5])[CH3:2]. (7) Given the reactants [C:1]([O:5][C:6]([NH:8][C@@H:9]([C@@H:14]([OH:16])[CH3:15])[C:10]([O:12][CH3:13])=[O:11])=[O:7])([CH3:4])([CH3:3])[CH3:2].CCN(CC)CC.[Si:24](OS(C(F)(F)F)(=O)=O)([C:27]([CH3:30])([CH3:29])[CH3:28])([CH3:26])[CH3:25], predict the reaction product. The product is: [C:1]([O:5][C:6]([NH:8][C@@H:9]([C@@H:14]([O:16][Si:24]([C:27]([CH3:30])([CH3:29])[CH3:28])([CH3:26])[CH3:25])[CH3:15])[C:10]([O:12][CH3:13])=[O:11])=[O:7])([CH3:4])([CH3:3])[CH3:2].